From a dataset of Full USPTO retrosynthesis dataset with 1.9M reactions from patents (1976-2016). Predict the reactants needed to synthesize the given product. (1) Given the product [ClH:23].[NH:25]1[CH2:29][CH2:28][C@@H:27]([O:30]/[N:31]=[C:3]2\[CH2:4][CH:5]3[C@:18]([CH3:20])([CH2:19][C@H:2]\2[F:1])[C@@H:17]2[C@H:8]([C@H:9]4[C@@:13]([CH2:15][CH2:16]2)([CH3:14])[C:12](=[O:21])[CH2:11][CH2:10]4)[CH2:7][CH2:6]3)[CH2:26]1, predict the reactants needed to synthesize it. The reactants are: [F:1][C@@H:2]1[CH2:19][C@@:18]2([CH3:20])[CH:5]([CH2:6][CH2:7][C@@H:8]3[C@@H:17]2[CH2:16][CH2:15][C@@:13]2([CH3:14])[C@H:9]3[CH2:10][CH2:11][C:12]2=[O:21])[CH2:4][C:3]1=O.[ClH:23].Cl.[NH:25]1[CH2:29][CH2:28][C@@H:27]([O:30][NH2:31])[CH2:26]1. (2) Given the product [CH3:9][C:5]([CH3:10])([C:6](=[O:8])[N:17]1[CH2:21][CH2:20][CH2:19][CH2:18]1)[C:4]([O:3][CH2:1][CH3:2])=[O:11], predict the reactants needed to synthesize it. The reactants are: [CH2:1]([O:3][C:4](=[O:11])[C:5]([CH3:10])([CH3:9])[C:6]([OH:8])=O)[CH3:2].CN(C=O)C.[NH:17]1[CH2:21][CH2:20][CH2:19][CH2:18]1. (3) Given the product [CH3:18][C:19]1([CH3:35])[C:23]([CH3:25])([CH3:24])[O:22][B:21]([C:2]2[CH:3]=[C:4]3[C:8](=[CH:9][CH:10]=2)[CH2:7][C@H:6]([NH:11][S:12]([CH:15]([CH3:17])[CH3:16])(=[O:14])=[O:13])[CH2:5]3)[O:20]1, predict the reactants needed to synthesize it. The reactants are: Br[C:2]1[CH:3]=[C:4]2[C:8](=[CH:9][CH:10]=1)[CH2:7][C@H:6]([NH:11][S:12]([CH:15]([CH3:17])[CH3:16])(=[O:14])=[O:13])[CH2:5]2.[CH3:18][C:19]1([CH3:35])[C:23]([CH3:25])([CH3:24])[O:22][B:21]([B:21]2[O:22][C:23]([CH3:25])([CH3:24])[C:19]([CH3:35])([CH3:18])[O:20]2)[O:20]1.C([O-])(=O)C.[K+]. (4) Given the product [C:1]([P:6]([C:7]([CH2:10][CH3:11])([CH3:9])[CH3:8])[CH:13]1[CH2:18][CH2:17][CH2:16][CH2:15][CH2:14]1)([CH2:4][CH3:5])([CH3:3])[CH3:2], predict the reactants needed to synthesize it. The reactants are: [C:1]([P:6](Cl)[C:7]([CH2:10][CH3:11])([CH3:9])[CH3:8])([CH2:4][CH3:5])([CH3:3])[CH3:2].[CH:13]1(Cl)[CH2:18][CH2:17][CH2:16][CH2:15][CH2:14]1.[Mg].S(=O)(=O)(O)O. (5) Given the product [C:68]([C:67]1[CH:70]=[CH:71][C:64]([NH:63][C:30]([CH:20]2[NH:19][CH:18]([CH2:33][C:34]([CH3:37])([CH3:36])[CH3:35])[C:17]3([C:12]4[C:13](=[CH:14][C:9]([Cl:8])=[CH:10][CH:11]=4)[NH:15][C:16]3=[O:38])[CH:21]2[C:22]2[CH:27]=[C:26]([F:28])[CH:25]=[C:24]([Cl:29])[CH:23]=2)=[O:32])=[C:65]([O:72][CH3:73])[CH:66]=1)#[N:69], predict the reactants needed to synthesize it. The reactants are: FC(F)(F)C(O)=O.[Cl:8][C:9]1[CH:14]=[C:13]2[NH:15][C:16](=[O:38])[C:17]3([CH:21]([C:22]4[CH:27]=[C:26]([F:28])[CH:25]=[C:24]([Cl:29])[CH:23]=4)[CH:20]([C:30]([OH:32])=O)[NH:19][CH:18]3[CH2:33][C:34]([CH3:37])([CH3:36])[CH3:35])[C:12]2=[CH:11][CH:10]=1.C(N(C(C)C)CC)(C)C.C1(P(Cl)(C2C=CC=CC=2)=O)C=CC=CC=1.[NH2:63][C:64]1[CH:71]=[CH:70][C:67]([C:68]#[N:69])=[CH:66][C:65]=1[O:72][CH3:73]. (6) Given the product [Br:1][C:2]1[CH:7]=[CH:6][C:5]([C:8](=[O:10])[CH:9]=[CH:11][N:12]([CH3:14])[CH3:13])=[CH:4][CH:3]=1, predict the reactants needed to synthesize it. The reactants are: [Br:1][C:2]1[CH:7]=[CH:6][C:5]([C:8](=[O:10])[CH3:9])=[CH:4][CH:3]=1.[CH3:11][N:12]([CH:14](OC)OC)[CH3:13]. (7) The reactants are: [CH2:1]([C@@H:5]([C:11]([OH:13])=[O:12])[C@H:6]([OH:10])[C:7]([OH:9])=[O:8])[CH2:2][CH2:3][CH3:4].[CH3:14][C:15]1C=CC(S(O)(=O)=O)=C[CH:20]=1. Given the product [CH3:14][C:15]1([CH3:20])[O:8][C:7](=[O:9])[CH:6]([CH:5]([CH2:1][CH2:2][CH2:3][CH3:4])[C:11]([OH:13])=[O:12])[O:10]1, predict the reactants needed to synthesize it.